Dataset: NCI-60 drug combinations with 297,098 pairs across 59 cell lines. Task: Regression. Given two drug SMILES strings and cell line genomic features, predict the synergy score measuring deviation from expected non-interaction effect. (1) Drug 1: CN(C)N=NC1=C(NC=N1)C(=O)N. Drug 2: CC1C(C(CC(O1)OC2CC(CC3=C2C(=C4C(=C3O)C(=O)C5=C(C4=O)C(=CC=C5)OC)O)(C(=O)CO)O)N)O.Cl. Cell line: T-47D. Synergy scores: CSS=42.0, Synergy_ZIP=2.38, Synergy_Bliss=2.33, Synergy_Loewe=-20.8, Synergy_HSA=3.92. (2) Drug 1: C1=CC(=CC=C1CCCC(=O)O)N(CCCl)CCCl. Drug 2: CN(CCCl)CCCl.Cl. Cell line: U251. Synergy scores: CSS=28.1, Synergy_ZIP=-14.7, Synergy_Bliss=-12.0, Synergy_Loewe=-9.14, Synergy_HSA=-8.64. (3) Drug 1: CC1=C(N=C(N=C1N)C(CC(=O)N)NCC(C(=O)N)N)C(=O)NC(C(C2=CN=CN2)OC3C(C(C(C(O3)CO)O)O)OC4C(C(C(C(O4)CO)O)OC(=O)N)O)C(=O)NC(C)C(C(C)C(=O)NC(C(C)O)C(=O)NCCC5=NC(=CS5)C6=NC(=CS6)C(=O)NCCC[S+](C)C)O. Drug 2: CN(CC1=CN=C2C(=N1)C(=NC(=N2)N)N)C3=CC=C(C=C3)C(=O)NC(CCC(=O)O)C(=O)O. Cell line: PC-3. Synergy scores: CSS=49.1, Synergy_ZIP=0.352, Synergy_Bliss=-2.14, Synergy_Loewe=-8.91, Synergy_HSA=-0.723. (4) Cell line: HCT-15. Drug 2: CC1CCCC2(C(O2)CC(NC(=O)CC(C(C(=O)C(C1O)C)(C)C)O)C(=CC3=CSC(=N3)C)C)C. Synergy scores: CSS=-1.60, Synergy_ZIP=0.857, Synergy_Bliss=-0.625, Synergy_Loewe=-3.54, Synergy_HSA=-3.07. Drug 1: C1CCC(C1)C(CC#N)N2C=C(C=N2)C3=C4C=CNC4=NC=N3. (5) Drug 1: CC1=C2C(C(=O)C3(C(CC4C(C3C(C(C2(C)C)(CC1OC(=O)C(C(C5=CC=CC=C5)NC(=O)OC(C)(C)C)O)O)OC(=O)C6=CC=CC=C6)(CO4)OC(=O)C)OC)C)OC. Drug 2: CCCCC(=O)OCC(=O)C1(CC(C2=C(C1)C(=C3C(=C2O)C(=O)C4=C(C3=O)C=CC=C4OC)O)OC5CC(C(C(O5)C)O)NC(=O)C(F)(F)F)O. Cell line: SNB-75. Synergy scores: CSS=32.4, Synergy_ZIP=0.776, Synergy_Bliss=2.65, Synergy_Loewe=-22.8, Synergy_HSA=2.96.